Dataset: Reaction yield outcomes from USPTO patents with 853,638 reactions. Task: Predict the reaction yield, written as a fraction of the theoretical maximum amount of product (1.0 means a 100% yield; for example, 0.34 means a 34% yield). (1) The reactants are [F:1][C:2]([F:41])([C:30]1[CH:35]=[CH:34][C:33]([O:36][C:37]([F:40])([F:39])[F:38])=[CH:32][N:31]=1)[CH2:3][N:4]1[CH2:9][CH2:8][CH:7]([NH:10][C:11]2[C:12]3[CH:19]=[CH:18][N:17](S(C4C=CC(C)=CC=4)(=O)=O)[C:13]=3[N:14]=[CH:15][N:16]=2)[CH2:6][CH2:5]1.[OH-].[Na+]. The catalyst is C1COCC1. The product is [F:41][C:2]([F:1])([C:30]1[CH:35]=[CH:34][C:33]([O:36][C:37]([F:38])([F:40])[F:39])=[CH:32][N:31]=1)[CH2:3][N:4]1[CH2:9][CH2:8][CH:7]([NH:10][C:11]2[C:12]3[CH:19]=[CH:18][NH:17][C:13]=3[N:14]=[CH:15][N:16]=2)[CH2:6][CH2:5]1. The yield is 0.820. (2) The reactants are C([O-])([O-])=O.[K+].[K+].[CH2:7](Cl)[C:8]1[CH:13]=[CH:12][CH:11]=[CH:10][CH:9]=1.CN(C=O)C.[Br:20][C:21]1[N:26]=[C:25]([CH3:27])[C:24]([OH:28])=[C:23]([CH3:29])[C:22]=1[CH3:30]. The catalyst is CCOC(C)=O. The product is [CH2:7]([O:28][C:24]1[C:25]([CH3:27])=[N:26][C:21]([Br:20])=[C:22]([CH3:30])[C:23]=1[CH3:29])[C:8]1[CH:13]=[CH:12][CH:11]=[CH:10][CH:9]=1. The yield is 0.970. (3) The catalyst is O. The product is [F:21][C:18]1[CH:19]=[CH:20][C:15]([CH2:14][NH:13][C:11](=[O:12])[C:10]2[CH:22]=[CH:23][C:24]([C:34]([NH:36][CH2:37][C:38]3[CH:43]=[CH:42][C:41]([F:44])=[CH:40][CH:39]=3)=[O:35])=[C:25]([OH:26])[C:9]=2[OH:8])=[CH:16][CH:17]=1. The reactants are C([O:8][C:9]1[C:25]([O:26]CC2C=CC=CC=2)=[C:24]([C:34]([NH:36][CH2:37][C:38]2[CH:43]=[CH:42][C:41]([F:44])=[CH:40][CH:39]=2)=[O:35])[CH:23]=[CH:22][C:10]=1[C:11]([NH:13][CH2:14][C:15]1[CH:20]=[CH:19][C:18]([F:21])=[CH:17][CH:16]=1)=[O:12])C1C=CC=CC=1.Cl.CC(O)=O. The yield is 0.830. (4) The reactants are [P:1]([O:13][CH2:14][C:15]([CH3:20])([CH3:19])[CH2:16][CH2:17][OH:18])([O:8][C:9]([CH3:12])([CH3:11])[CH3:10])([O:3][C:4]([CH3:7])([CH3:6])[CH3:5])=[O:2].[Cr](O[Cr]([O-])(=O)=O)([O-])(=O)=[O:22].[NH+]1C=CC=CC=1.[NH+]1C=CC=CC=1.C(O)(=O)CC(CC(O)=O)(C(O)=O)O. The catalyst is CN(C=O)C. The product is [C:9]([O:8][P:1]([O:13][CH2:14][C:15]([CH3:20])([CH3:19])[CH2:16][C:17]([OH:22])=[O:18])([O:3][C:4]([CH3:5])([CH3:6])[CH3:7])=[O:2])([CH3:10])([CH3:11])[CH3:12]. The yield is 0.600. (5) The reactants are C[Si]([N-][Si](C)(C)C)(C)C.[Na+].[NH2:11][C:12]1[N:16](C(OC(C)(C)C)=O)[N:15]=[C:14]([CH2:24][CH2:25][C:26]2[CH:31]=[C:30]([O:32][CH3:33])[CH:29]=[C:28]([O:34][CH3:35])[CH:27]=2)[CH:13]=1.[CH3:36][C:37]1[CH:41]=[C:40]([CH2:42][NH:43][C:44]2[CH:53]=[CH:52][CH:51]=[CH:50][C:45]=2[C:46](OC)=[O:47])[O:39][N:38]=1. The catalyst is C1COCC1. The product is [CH3:33][O:32][C:30]1[CH:31]=[C:26]([CH2:25][CH2:24][C:14]2[NH:15][N:16]=[C:12]([NH:11][C:46](=[O:47])[C:45]3[CH:50]=[CH:51][CH:52]=[CH:53][C:44]=3[NH:43][CH2:42][C:40]3[O:39][N:38]=[C:37]([CH3:36])[CH:41]=3)[CH:13]=2)[CH:27]=[C:28]([O:34][CH3:35])[CH:29]=1. The yield is 0.100. (6) The reactants are [Cl:1][C:2]1[N:10]=[C:9]2[C:5]([N:6]=[CH:7][N:8]2[CH2:11][C:12]2[CH:17]=[CH:16][CH:15]=[C:14]([CH2:18][C:19]([O:21][CH3:22])=[O:20])[CH:13]=2)=[C:4]([NH2:23])[N:3]=1.C([O-])(=O)C.[Na+].[Br:29]Br. The product is [Br:29][C:7]1[N:8]([CH2:11][C:12]2[CH:17]=[CH:16][CH:15]=[C:14]([CH2:18][C:19]([O:21][CH3:22])=[O:20])[CH:13]=2)[C:9]2[C:5]([N:6]=1)=[C:4]([NH2:23])[N:3]=[C:2]([Cl:1])[N:10]=2. The catalyst is C(Cl)(Cl)Cl. The yield is 0.720. (7) The reactants are [C:1]([C:5]1[CH:32]=[CH:31][C:8]([CH2:9][N:10]([C:17]2[CH:22]=[CH:21][C:20]([C:23]3[CH:28]=[CH:27][C:26]([O:29][CH3:30])=[CH:25][CH:24]=3)=[CH:19][CH:18]=2)[C:11](=[O:16])[C:12]([O:14]C)=[O:13])=[CH:7][CH:6]=1)([CH3:4])([CH3:3])[CH3:2].CO.[OH-].[Na+].Cl. The catalyst is O1CCCC1. The product is [C:1]([C:5]1[CH:32]=[CH:31][C:8]([CH2:9][N:10]([C:17]2[CH:22]=[CH:21][C:20]([C:23]3[CH:24]=[CH:25][C:26]([O:29][CH3:30])=[CH:27][CH:28]=3)=[CH:19][CH:18]=2)[C:11](=[O:16])[C:12]([OH:14])=[O:13])=[CH:7][CH:6]=1)([CH3:4])([CH3:2])[CH3:3]. The yield is 0.719. (8) The reactants are [NH:1](C(OC(C)(C)C)=O)[C@H:2]([C:7]([OH:9])=[O:8])[CH2:3][CH:4]([CH3:6])[CH3:5].[CH3:17][N:18]1[C@@H:35]2[CH2:36][C:23]3[CH:24]=[CH:25][C:26]([O:37][CH3:38])=[C:27]4[O:28][C@H:29]5[C:30]([CH2:32][CH2:33][C@@H:34]2[C@:21]5([C:22]=34)[CH2:20][CH2:19]1)=[O:31].Cl. The catalyst is O1CCOCC1. The product is [NH2:1][C@H:2]([C:7]([OH:9])=[O:8])[CH2:3][CH:4]([CH3:6])[CH3:5].[CH3:17][N:18]1[C@@H:35]2[CH2:36][C:23]3[CH:24]=[CH:25][C:26]([O:37][CH3:38])=[C:27]4[O:28][C@H:29]5[C:30]([CH2:32][CH2:33][C@@H:34]2[C@:21]5([C:22]=34)[CH2:20][CH2:19]1)=[O:31]. The yield is 0.970. (9) The reactants are [CH3:1][C:2]1[N:7]([C:8]2[CH:13]=[CH:12][CH:11]=[C:10]([C:14]([F:17])([F:16])[F:15])[CH:9]=2)[C:6](=[O:18])[C:5]([C:19]([OH:21])=O)=[CH:4][CH:3]=1.CN(C(ON1N=NC2C=CC=NC1=2)=[N+](C)C)C.F[P-](F)(F)(F)(F)F.C1C=NC2N(O)N=NC=2C=1.CCN(C(C)C)C(C)C.Cl.[CH3:66][S:67]([C:70]1[CH:77]=[CH:76][C:73]([CH2:74][NH2:75])=[CH:72][CH:71]=1)(=[O:69])=[O:68].C(O)(=O)CC(CC(O)=O)(C(O)=O)O. The catalyst is CN1C(=O)CCC1.O. The product is [CH3:1][C:2]1[N:7]([C:8]2[CH:13]=[CH:12][CH:11]=[C:10]([C:14]([F:16])([F:17])[F:15])[CH:9]=2)[C:6](=[O:18])[C:5]([C:19]([NH:75][CH2:74][C:73]2[CH:72]=[CH:71][C:70]([S:67]([CH3:66])(=[O:69])=[O:68])=[CH:77][CH:76]=2)=[O:21])=[CH:4][CH:3]=1. The yield is 0.700. (10) The reactants are C[O:2][C:3](=[O:20])[CH:4]([CH3:19])[CH2:5][NH:6][C:7]([O:9][CH2:10][C:11]1[CH:16]=[CH:15][C:14]([O:17][CH3:18])=[CH:13][CH:12]=1)=[O:8].[OH-].[Li+]. The catalyst is CO. The product is [CH3:18][O:17][C:14]1[CH:13]=[CH:12][C:11]([CH2:10][O:9][C:7]([NH:6][CH2:5][CH:4]([CH3:19])[C:3]([OH:20])=[O:2])=[O:8])=[CH:16][CH:15]=1. The yield is 0.970.